From a dataset of Reaction yield outcomes from USPTO patents with 853,638 reactions. Predict the reaction yield, written as a fraction of the theoretical maximum amount of product (1.0 means a 100% yield; for example, 0.34 means a 34% yield). The reactants are F[P-](F)(F)(F)(F)F.N1(OC(N(C)C)=[N+](C)C)C2N=CC=CC=2N=N1.[NH2:25][C:26]1[C:31]2[C:32](=[O:54])[N:33]([C:37]3[CH:42]=[CH:41][C:40]([C:43]4[CH:48]=[CH:47][C:46]([CH2:49][C:50](O)=[O:51])=[CH:45][C:44]=4[Cl:53])=[CH:39][CH:38]=3)[CH2:34][CH2:35][O:36][C:30]=2[N:29]=[CH:28][N:27]=1.Cl.[NH:56]1[CH2:60][CH2:59][C@@H:58]([OH:61])[CH2:57]1.C(N(CC)C(C)C)(C)C. The catalyst is CN(C=O)C. The product is [NH2:25][C:26]1[C:31]2[C:32](=[O:54])[N:33]([C:37]3[CH:38]=[CH:39][C:40]([C:43]4[CH:48]=[CH:47][C:46]([CH2:49][C:50]([N:56]5[CH2:60][CH2:59][C@@H:58]([OH:61])[CH2:57]5)=[O:51])=[CH:45][C:44]=4[Cl:53])=[CH:41][CH:42]=3)[CH2:34][CH2:35][O:36][C:30]=2[N:29]=[CH:28][N:27]=1. The yield is 0.349.